Dataset: Catalyst prediction with 721,799 reactions and 888 catalyst types from USPTO. Task: Predict which catalyst facilitates the given reaction. (1) Reactant: [CH3:1][O:2][C:3]([C:5]1[C:13]([NH:14][C:15]2[CH:20]=[CH:19][C:18]([Br:21])=[CH:17][C:16]=2[Cl:22])=[C:12]([F:23])[C:8]2[N:9]=[CH:10][NH:11][C:7]=2[CH:6]=1)=[O:4].C([O-])([O-])=O.[K+].[K+].[C:30]([O:34][C:35]([CH3:38])([CH3:37])[CH3:36])(=[O:33])[CH:31]=[CH2:32]. Product: [CH3:1][O:2][C:3]([C:5]1[C:13]([NH:14][C:15]2[CH:20]=[CH:19][C:18]([Br:21])=[CH:17][C:16]=2[Cl:22])=[C:12]([F:23])[C:8]2[N:9]=[CH:10][N:11]([CH2:32][CH2:31][C:30]([O:34][C:35]([CH3:38])([CH3:37])[CH3:36])=[O:33])[C:7]=2[CH:6]=1)=[O:4]. The catalyst class is: 39. (2) Reactant: [C:1]([C:3](=[CH:7][C:8]1[CH:13]=[CH:12][C:11]([NH:14][C:15]2[N:16]=[C:17]3[C:23]([C:24](=[O:29])[C:25]([CH3:28])([CH3:27])[CH3:26])=[CH:22][N:21](COCC[Si](C)(C)C)[C:18]3=[N:19][CH:20]=2)=[CH:10][CH:9]=1)[C:4]([NH2:6])=[O:5])#[N:2].C(O)(C(F)(F)F)=O. Product: [C:1]([C:3](=[CH:7][C:8]1[CH:9]=[CH:10][C:11]([NH:14][C:15]2[N:16]=[C:17]3[C:23]([C:24](=[O:29])[C:25]([CH3:27])([CH3:26])[CH3:28])=[CH:22][NH:21][C:18]3=[N:19][CH:20]=2)=[CH:12][CH:13]=1)[C:4]([NH2:6])=[O:5])#[N:2]. The catalyst class is: 2. (3) The catalyst class is: 1. Product: [Br:7][C:8]1[C:13]([CH3:14])=[CH:12][C:11]([CH2:15][CH2:16][C:17]([CH3:1])=[CH2:18])=[CH:10][C:9]=1[CH3:20]. Reactant: [CH3:1]C([O-])(C)C.[K+].[Br:7][C:8]1[C:13]([CH3:14])=[CH:12][C:11]([CH2:15][CH2:16][C:17](=O)[CH3:18])=[CH:10][C:9]=1[CH3:20]. (4) Reactant: [O:1]1[CH2:6][CH:5]=[C:4]([C:7]2[CH:12]=[CH:11][N:10]=[C:9]([CH2:13][C:14]([O:16][CH3:17])=[O:15])[CH:8]=2)[CH2:3][CH2:2]1. Product: [O:1]1[CH2:2][CH2:3][CH:4]([C:7]2[CH:12]=[CH:11][N:10]=[C:9]([CH2:13][C:14]([O:16][CH3:17])=[O:15])[CH:8]=2)[CH2:5][CH2:6]1. The catalyst class is: 350. (5) Reactant: Cl.[CH2:2]([O:9][C:10](=[O:23])[C@H:11]([CH2:19][CH:20]([CH3:22])[CH3:21])[NH:12][C:13](=[O:18])[C@H:14]([CH2:16][OH:17])[NH2:15])[C:3]1[CH:8]=[CH:7][CH:6]=[CH:5][CH:4]=1.C1C=CC2N([OH:33])N=NC=2C=1.[C:34]([NH:41][C@H:42](C(O)=O)[CH2:43][CH2:44][C:45](=O)[NH2:46])([O:36][C:37]([CH3:40])([CH3:39])[CH3:38])=[O:35].C(N1C[CH2:57][O:56]CC1)C.CCN=C=NCCCN(C)C.Cl. Product: [CH2:2]([O:9][C:10](=[O:23])[C@H:11]([CH2:19][CH:20]([CH3:21])[CH3:22])[NH:12][C:13](=[O:18])[C@H:14]([CH2:16][OH:17])[NH:15][C:57](=[O:56])[C@H:45]([CH2:44][CH2:43][C:42](=[O:33])[NH:41][C:34]([O:36][C:37]([CH3:38])([CH3:39])[CH3:40])=[O:35])[NH2:46])[C:3]1[CH:4]=[CH:5][CH:6]=[CH:7][CH:8]=1. The catalyst class is: 18. (6) Reactant: C1(C)C=CC(S(O[CH2:11][CH2:12][CH:13]2[CH2:18][CH2:17][N:16]([C:19]([O:21][C:22]([CH3:25])([CH3:24])[CH3:23])=[O:20])[CH2:15][CH2:14]2)(=O)=O)=CC=1.C(OCC)(=O)[CH2:28][C:29]([O:31][CH2:32][CH3:33])=[O:30].[O-]CC.[Na+].[Cl-].[NH4+].[Cl-].[Li+].O. Product: [CH2:32]([O:31][C:29]([CH2:28][CH2:11][CH2:12][CH:13]1[CH2:14][CH2:15][N:16]([C:19]([O:21][C:22]([CH3:23])([CH3:24])[CH3:25])=[O:20])[CH2:17][CH2:18]1)=[O:30])[CH3:33]. The catalyst class is: 8. (7) Reactant: [Br-].C([P+](C1C=CC=CC=1)(C1C=CC=CC=1)C1C=CC=CC=1)CC.[CH2:24]([Li])[CH2:25][CH2:26][CH3:27].[CH3:29][C:30]1([C:35]2(C=O)[CH2:37][CH2:36]2)[O:34][CH2:33][CH2:32][O:31]1. Product: [CH:24]([C:35]1([C:30]2([CH3:29])[O:34][CH2:33][CH2:32][O:31]2)[CH2:37][CH2:36]1)=[CH:25][CH2:26][CH3:27]. The catalyst class is: 27. (8) Reactant: [O:1]1[CH2:5][CH2:4][O:3][CH:2]1[C:6]1[C:10]2[CH:11]=[CH:12][C:13]([O:15][CH3:16])=[CH:14][C:9]=2[O:8][CH:7]=1.[C:17]([Li])(C)(C)C.IC. Product: [O:1]1[CH2:5][CH2:4][O:3][CH:2]1[C:6]1[C:10]2[CH:11]=[CH:12][C:13]([O:15][CH3:16])=[CH:14][C:9]=2[O:8][C:7]=1[CH3:17]. The catalyst class is: 1.